Dataset: Catalyst prediction with 721,799 reactions and 888 catalyst types from USPTO. Task: Predict which catalyst facilitates the given reaction. (1) Reactant: [CH3:1][O:2][C:3]1[CH:9]=[C:8]([C:10]([F:13])([F:12])[F:11])[CH:7]=[C:6]([N:14]2[CH:18]=[C:17]([CH3:19])[N:16]=[C:15]2[C:20]2[CH:25]=[CH:24][N:23]=[CH:22][C:21]=2[CH3:26])[C:4]=1[NH2:5].[N:27]([O-])=O.[Na+].[OH-].[Na+]. Product: [CH3:1][O:2][C:3]1[C:4]2[N:5]=[N:27][C:18]3=[C:17]([CH3:19])[N:16]=[C:15]([C:20]4[CH:25]=[CH:24][N:23]=[CH:22][C:21]=4[CH3:26])[N:14]3[C:6]=2[CH:7]=[C:8]([C:10]([F:12])([F:13])[F:11])[CH:9]=1. The catalyst class is: 15. (2) Reactant: C[Si](C)(C)[N-][Si](C)(C)C.[Li+].[CH2:11]1[O:21][C:14]2([CH2:19][CH2:18][C:17](=[O:20])[CH2:16][CH2:15]2)[O:13][CH2:12]1.[S:22]1[C:26]2[CH:27]=[C:28]([C:31](Cl)=[O:32])[CH:29]=[CH:30][C:25]=2[N:24]=[CH:23]1.O. Product: [S:22]1[C:26]2[CH:27]=[C:28]([C:31]([CH:18]3[C:17](=[O:20])[CH2:16][CH2:15][C:14]4([O:13][CH2:12][CH2:11][O:21]4)[CH2:19]3)=[O:32])[CH:29]=[CH:30][C:25]=2[N:24]=[CH:23]1. The catalyst class is: 1. (3) Reactant: [CH3:1][O:2][C:3]1[CH:4]=[C:5]([C:18]2[S:19][CH:20]=[CH:21][N:22]=2)[CH:6]=[CH:7][C:8]=1B1OC(C)(C)C(C)(C)O1.Cl[C:24]1[C:33]2[C:28](=[CH:29][C:30]([S:34]([NH:37][C:38]3[CH:43]=[CH:42][N:41]=[CH:40][N:39]=3)(=[O:36])=[O:35])=[CH:31][CH:32]=2)[CH:27]=[CH:26][N:25]=1.C(=O)([O-])[O-].[K+].[K+].Cl. Product: [CH3:1][O:2][C:3]1[CH:4]=[C:5]([C:18]2[S:19][CH:20]=[CH:21][N:22]=2)[CH:6]=[CH:7][C:8]=1[C:24]1[C:33]2[C:28](=[CH:29][C:30]([S:34]([NH:37][C:38]3[CH:43]=[CH:42][N:41]=[CH:40][N:39]=3)(=[O:35])=[O:36])=[CH:31][CH:32]=2)[CH:27]=[CH:26][N:25]=1. The catalyst class is: 368. (4) Product: [C:1]1([C:13]2[CH:14]=[CH:15][CH:16]=[CH:17][CH:18]=2)[CH:6]=[CH:5][C:4]([CH2:7][CH2:8][C:9]([O:11][CH3:12])=[O:10])=[CH:3][CH:2]=1. Reactant: [C:1]1([C:13]2[CH:18]=[CH:17][CH:16]=[CH:15][CH:14]=2)[CH:6]=[CH:5][C:4](/[CH:7]=[CH:8]/[C:9]([O:11][CH3:12])=[O:10])=[CH:3][CH:2]=1.[H][H]. The catalyst class is: 105.